This data is from Reaction yield outcomes from USPTO patents with 853,638 reactions. The task is: Predict the reaction yield, written as a fraction of the theoretical maximum amount of product (1.0 means a 100% yield; for example, 0.34 means a 34% yield). (1) The reactants are [Cl-].O[NH3+:3].[C:4](=[O:7])([O-])[OH:5].[Na+].CS(C)=O.[CH2:13]([C:15]1[N:16]=[C:17]([CH2:46][CH2:47][CH3:48])[N:18]([CH2:31][C:32]2[CH:37]=[CH:36][C:35]([C:38]3[C:39]([C:44]#[N:45])=[CH:40][CH:41]=[CH:42][CH:43]=3)=[CH:34][CH:33]=2)[C:19](=[O:30])[C:20]=1[O:21][C:22]1[CH:27]=[CH:26][CH:25]=[C:24]([CH2:28][CH3:29])[CH:23]=1)[CH3:14]. The catalyst is C(OCC)(=O)C. The product is [CH2:13]([C:15]1[N:16]=[C:17]([CH2:46][CH2:47][CH3:48])[N:18]([CH2:31][C:32]2[CH:37]=[CH:36][C:35]([C:38]3[CH:43]=[CH:42][CH:41]=[CH:40][C:39]=3[C:44]3[NH:3][C:4](=[O:7])[O:5][N:45]=3)=[CH:34][CH:33]=2)[C:19](=[O:30])[C:20]=1[O:21][C:22]1[CH:27]=[CH:26][CH:25]=[C:24]([CH2:28][CH3:29])[CH:23]=1)[CH3:14]. The yield is 0.780. (2) The reactants are [CH3:1][O:2][C:3](=[O:16])[C:4]1[CH:9]=[C:8](I)[C:7]([C:11]([F:14])([F:13])[F:12])=[CH:6][C:5]=1[NH2:15].[CH2:17]([Sn](CCCC)(CCCC)C#C)[CH2:18]CC. The yield is 0.690. The catalyst is O1CCOCC1.C1C=CC([P]([Pd]([P](C2C=CC=CC=2)(C2C=CC=CC=2)C2C=CC=CC=2)([P](C2C=CC=CC=2)(C2C=CC=CC=2)C2C=CC=CC=2)[P](C2C=CC=CC=2)(C2C=CC=CC=2)C2C=CC=CC=2)(C2C=CC=CC=2)C2C=CC=CC=2)=CC=1. The product is [CH3:1][O:2][C:3](=[O:16])[C:4]1[CH:9]=[C:8]([C:17]#[CH:18])[C:7]([C:11]([F:14])([F:13])[F:12])=[CH:6][C:5]=1[NH2:15]. (3) The reactants are [C:1]([O:4][CH:5]1[CH2:11][CH:10]2[N:12]([CH2:13][C:14]3[CH:19]=[CH:18][CH:17]=[CH:16][CH:15]=3)[CH:7]([CH2:8][CH:9]2[OH:20])[CH2:6]1)(=[O:3])[CH3:2]. The catalyst is C(Cl)Cl. The product is [C:1]([O:4][CH:5]1[CH2:11][CH:10]2[N:12]([CH2:13][C:14]3[CH:15]=[CH:16][CH:17]=[CH:18][CH:19]=3)[CH:7]([CH2:8][C:9]2=[O:20])[CH2:6]1)(=[O:3])[CH3:2]. The yield is 0.500.